From a dataset of Reaction yield outcomes from USPTO patents with 853,638 reactions. Predict the reaction yield, written as a fraction of the theoretical maximum amount of product (1.0 means a 100% yield; for example, 0.34 means a 34% yield). (1) The reactants are C([O-])([O-])=O.[Cs+].[Cs+].[CH2:7]([O:9][C:10](=[O:19])[C:11]1[CH:16]=[CH:15][C:14]([OH:17])=[C:13]([OH:18])[CH:12]=1)[CH3:8].Br[CH2:21][CH2:22]Br. The catalyst is CN(C=O)C. The product is [CH2:7]([O:9][C:10]([C:11]1[CH:16]=[CH:15][C:14]2[O:17][CH2:21][CH2:22][O:18][C:13]=2[CH:12]=1)=[O:19])[CH3:8]. The yield is 0.290. (2) The reactants are [OH:1][C:2]1[CH:3]=[C:4]([CH:7]=[CH:8][CH:9]=1)[CH:5]=[O:6].[Br:10]Br. The catalyst is C(O)(=O)C. The product is [Br:10][C:7]1[CH:8]=[CH:9][C:2]([OH:1])=[CH:3][C:4]=1[CH:5]=[O:6]. The yield is 0.550. (3) The reactants are [F:1][C:2]([F:15])([F:14])[S:3][C:4]1[CH:5]=[C:6]([CH2:10][C:11]([OH:13])=[O:12])[CH:7]=[CH:8][CH:9]=1.[CH3:16]O. The catalyst is S(=O)(=O)(O)O. The product is [CH3:16][O:12][C:11](=[O:13])[CH2:10][C:6]1[CH:7]=[CH:8][CH:9]=[C:4]([S:3][C:2]([F:14])([F:1])[F:15])[CH:5]=1. The yield is 0.990. (4) The reactants are [NH2:1][C:2]1[CH:7]=[CH:6][C:5]([C:8]2([C:11]([O:13][CH3:14])=[O:12])[CH2:10][CH2:9]2)=[CH:4][C:3]=1[C:15]#[C:16][Si](C)(C)C. The catalyst is CN(C=O)C.[Cu]I. The product is [NH:1]1[C:2]2[C:3](=[CH:4][C:5]([C:8]3([C:11]([O:13][CH3:14])=[O:12])[CH2:10][CH2:9]3)=[CH:6][CH:7]=2)[CH:15]=[CH:16]1. The yield is 0.510. (5) The catalyst is [Cu]I.O1CCOCC1. The yield is 0.420. The reactants are [C:1]1(=[O:14])[C:6]2=[CH:7][C:8]3[CH2:9][CH2:10][CH2:11][CH2:12][C:13]=3[N:5]2[CH2:4][CH2:3][NH:2]1.Br[C:16]1[C:21]([C:22]2([OH:26])[CH2:25][O:24][CH2:23]2)=[C:20]([Cl:27])[CH:19]=[CH:18][N:17]=1.CNCCNC.CC([O-])=O.[K+]. The product is [Cl:27][C:20]1[CH:19]=[CH:18][N:17]=[C:16]([N:2]2[CH2:3][CH2:4][N:5]3[C:13]4[CH2:12][CH2:11][CH2:10][CH2:9][C:8]=4[CH:7]=[C:6]3[C:1]2=[O:14])[C:21]=1[C:22]1([OH:26])[CH2:25][O:24][CH2:23]1. (6) The reactants are [C:1]([O:5][C:6](=[O:28])[NH:7][C@H:8]1[CH2:14][O:13][C:12]2[CH:15]=[CH:16][C:17]([C:19](=O)[NH:20][CH2:21][CH2:22][C:23]#[N:24])=[CH:18][C:11]=2[N:10]([CH3:26])[C:9]1=[O:27])([CH3:4])([CH3:3])[CH3:2].N1C=CC=CC=1.P(Cl)(Cl)(Cl)(Cl)Cl.[Si]([N:45]=[N+:46]=[N-:47])(C)(C)C. The catalyst is C(Cl)Cl. The product is [C:1]([O:5][C:6](=[O:28])[NH:7][C@H:8]1[CH2:14][O:13][C:12]2[CH:15]=[CH:16][C:17]([C:19]3[N:20]([CH2:21][CH2:22][C:23]#[N:24])[N:47]=[N:46][N:45]=3)=[CH:18][C:11]=2[N:10]([CH3:26])[C:9]1=[O:27])([CH3:4])([CH3:3])[CH3:2]. The yield is 0.720.